The task is: Predict the reactants needed to synthesize the given product.. This data is from Full USPTO retrosynthesis dataset with 1.9M reactions from patents (1976-2016). (1) The reactants are: [K+].F[C:3]1[CH:8]=[C:7]([C:9]2[C:14]3[CH:15]=[C:16]([C:32]([O-:34])=[O:33])[N:17]([CH2:18][CH2:19][O:20][C:21]4[CH:26]=[CH:25][C:24]([O:27][C:28]([F:31])([F:30])[F:29])=[CH:23][CH:22]=4)[C:13]=3[CH:12]=[CH:11][N:10]=2)[CH:6]=[CH:5][N:4]=1.[CH2:35]([CH2:37][NH2:38])[OH:36]. Given the product [OH:36][CH2:35][CH2:37][NH:38][C:3]1[CH:8]=[C:7]([C:9]2[C:14]3[CH:15]=[C:16]([C:32]([OH:34])=[O:33])[N:17]([CH2:18][CH2:19][O:20][C:21]4[CH:22]=[CH:23][C:24]([O:27][C:28]([F:29])([F:30])[F:31])=[CH:25][CH:26]=4)[C:13]=3[CH:12]=[CH:11][N:10]=2)[CH:6]=[CH:5][N:4]=1, predict the reactants needed to synthesize it. (2) The reactants are: CN(C(ON1N=NC2C=CC=NC1=2)=[N+](C)C)C.F[P-](F)(F)(F)(F)F.[C:25]([N:32]1[CH2:37][CH2:36][CH:35]([NH:38][CH3:39])[CH2:34][CH2:33]1)([O:27][C:28]([CH3:31])([CH3:30])[CH3:29])=[O:26].C(N(CC)CC)C.[C:47](O)(=[O:54])[C:48]1[CH:53]=[CH:52][CH:51]=[CH:50][CH:49]=1. Given the product [CH3:39][N:38]([C:47]([C:48]1[CH:53]=[CH:52][CH:51]=[CH:50][CH:49]=1)=[O:54])[CH:35]1[CH2:36][CH2:37][N:32]([C:25]([O:27][C:28]([CH3:31])([CH3:30])[CH3:29])=[O:26])[CH2:33][CH2:34]1, predict the reactants needed to synthesize it. (3) Given the product [ClH:1].[CH2:24]([C:14]1[CH:15]=[C:10]([O:9][CH2:2][C:3]2[CH:8]=[CH:7][CH:6]=[CH:5][CH:4]=2)[C:11]([NH:17][C:18]2[S:19][CH:20]=[C:21]([CH3:23])[N:22]=2)=[N:12][CH:13]=1)[C:25]1[CH:30]=[CH:29][CH:28]=[CH:27][CH:26]=1, predict the reactants needed to synthesize it. The reactants are: [ClH:1].[CH2:2]([O:9][C:10]1[C:11]([NH:17][C:18]2[S:19][CH:20]=[C:21]([CH3:23])[N:22]=2)=[N:12][CH:13]=[C:14](Br)[CH:15]=1)[C:3]1[CH:8]=[CH:7][CH:6]=[CH:5][CH:4]=1.[CH2:24](B1C2CCCC1CCC2)[C:25]1[CH:30]=[CH:29][CH:28]=[CH:27][CH:26]=1.O. (4) Given the product [CH2:20]([O:19][C:17]([C:9]1[N:10]([CH2:34][C:35]([O:37][CH2:38][CH3:39])=[O:36])[C:11]2[C:16]([C:8]=1[NH:7][C:4]1[CH:5]=[CH:6][N:1]=[CH:2][CH:3]=1)=[CH:15][CH:14]=[CH:13][CH:12]=2)=[O:18])[CH3:21], predict the reactants needed to synthesize it. The reactants are: [N:1]1[CH:6]=[CH:5][C:4]([NH:7][C:8]2[C:16]3[C:11](=[CH:12][CH:13]=[CH:14][CH:15]=3)[NH:10][C:9]=2[C:17]([O:19][CH2:20][CH3:21])=[O:18])=[CH:3][CH:2]=1.CC(C)([O-])C.[K+].O1CCCC1.Br[CH2:34][C:35]([O:37][CH2:38][CH3:39])=[O:36]. (5) Given the product [NH2:2][C:1]1[N:31]([C:26]2[CH:25]=[C:24]([C:23](=[O:33])[NH:22][CH:19]3[CH2:21][CH2:20]3)[CH:29]=[CH:28][C:27]=2[CH3:30])[N:32]=[C:7]([S:8][CH3:9])[C:3]=1[C:4]([NH2:6])=[O:5], predict the reactants needed to synthesize it. The reactants are: [C:1]([C:3](=[C:7](SC)[S:8][CH3:9])[C:4]([NH2:6])=[O:5])#[N:2].FC(F)(F)C(O)=O.[CH:19]1([NH:22][C:23](=[O:33])[C:24]2[CH:29]=[CH:28][C:27]([CH3:30])=[C:26]([NH:31][NH2:32])[CH:25]=2)[CH2:21][CH2:20]1.C(N(C(C)C)CC)(C)C. (6) Given the product [CH3:10][C:2]1([CH3:1])[CH2:3][C:4](=[O:9])[CH2:5][C:6](=[C:12]([C:11]#[N:15])[C:13]#[N:14])[CH2:7]1, predict the reactants needed to synthesize it. The reactants are: [CH3:1][C:2]1([CH3:10])[CH2:7][C:6](=O)[CH2:5][C:4](=[O:9])[CH2:3]1.[C:11](#[N:15])[CH2:12][C:13]#[N:14].N1CCCCC1. (7) The reactants are: [F:1][C:2]1[CH:7]=[CH:6][C:5]([C:8](=[O:25])[CH2:9][N:10]2[CH2:13][CH:12]([CH2:14][S:15]([C:18]3[CH:23]=[CH:22][C:21]([F:24])=[CH:20][CH:19]=3)(=[O:17])=[O:16])[CH2:11]2)=[C:4]([O:26]C)[CH:3]=1.B(Br)(Br)Br.C(OCC)C. Given the product [F:1][C:2]1[CH:7]=[CH:6][C:5]([C:8](=[O:25])[CH2:9][N:10]2[CH2:11][CH:12]([CH2:14][S:15]([C:18]3[CH:23]=[CH:22][C:21]([F:24])=[CH:20][CH:19]=3)(=[O:16])=[O:17])[CH2:13]2)=[C:4]([OH:26])[CH:3]=1, predict the reactants needed to synthesize it.